This data is from NCI-60 drug combinations with 297,098 pairs across 59 cell lines. The task is: Regression. Given two drug SMILES strings and cell line genomic features, predict the synergy score measuring deviation from expected non-interaction effect. (1) Drug 1: CC1=C(C=C(C=C1)C(=O)NC2=CC(=CC(=C2)C(F)(F)F)N3C=C(N=C3)C)NC4=NC=CC(=N4)C5=CN=CC=C5. Drug 2: CC1=C(N=C(N=C1N)C(CC(=O)N)NCC(C(=O)N)N)C(=O)NC(C(C2=CN=CN2)OC3C(C(C(C(O3)CO)O)O)OC4C(C(C(C(O4)CO)O)OC(=O)N)O)C(=O)NC(C)C(C(C)C(=O)NC(C(C)O)C(=O)NCCC5=NC(=CS5)C6=NC(=CS6)C(=O)NCCC[S+](C)C)O. Cell line: K-562. Synergy scores: CSS=44.3, Synergy_ZIP=-3.96, Synergy_Bliss=-10.8, Synergy_Loewe=-28.5, Synergy_HSA=-11.5. (2) Drug 1: CC1CCC2CC(C(=CC=CC=CC(CC(C(=O)C(C(C(=CC(C(=O)CC(OC(=O)C3CCCCN3C(=O)C(=O)C1(O2)O)C(C)CC4CCC(C(C4)OC)OCCO)C)C)O)OC)C)C)C)OC. Drug 2: N.N.Cl[Pt+2]Cl. Cell line: MALME-3M. Synergy scores: CSS=39.9, Synergy_ZIP=3.50, Synergy_Bliss=7.08, Synergy_Loewe=7.84, Synergy_HSA=8.74. (3) Drug 1: C1CC(=O)NC(=O)C1N2CC3=C(C2=O)C=CC=C3N. Drug 2: CC(C)CN1C=NC2=C1C3=CC=CC=C3N=C2N. Cell line: OVCAR-4. Synergy scores: CSS=-0.439, Synergy_ZIP=0.0383, Synergy_Bliss=-1.43, Synergy_Loewe=-2.78, Synergy_HSA=-2.65. (4) Drug 1: COC1=CC(=CC(=C1O)OC)C2C3C(COC3=O)C(C4=CC5=C(C=C24)OCO5)OC6C(C(C7C(O6)COC(O7)C8=CC=CS8)O)O. Drug 2: CC1=C(C(=O)C2=C(C1=O)N3CC4C(C3(C2COC(=O)N)OC)N4)N. Cell line: NCIH23. Synergy scores: CSS=70.3, Synergy_ZIP=2.57, Synergy_Bliss=2.88, Synergy_Loewe=3.84, Synergy_HSA=7.68. (5) Cell line: MCF7. Drug 2: COC1=CC(=CC(=C1O)OC)C2C3C(COC3=O)C(C4=CC5=C(C=C24)OCO5)OC6C(C(C7C(O6)COC(O7)C8=CC=CS8)O)O. Synergy scores: CSS=40.6, Synergy_ZIP=-12.7, Synergy_Bliss=-8.58, Synergy_Loewe=-6.13, Synergy_HSA=-3.15. Drug 1: CCC1=CC2CC(C3=C(CN(C2)C1)C4=CC=CC=C4N3)(C5=C(C=C6C(=C5)C78CCN9C7C(C=CC9)(C(C(C8N6C)(C(=O)OC)O)OC(=O)C)CC)OC)C(=O)OC.C(C(C(=O)O)O)(C(=O)O)O. (6) Drug 1: CS(=O)(=O)C1=CC(=C(C=C1)C(=O)NC2=CC(=C(C=C2)Cl)C3=CC=CC=N3)Cl. Drug 2: CC(C)(C#N)C1=CC(=CC(=C1)CN2C=NC=N2)C(C)(C)C#N. Cell line: NCI-H460. Synergy scores: CSS=-1.71, Synergy_ZIP=-1.47, Synergy_Bliss=-6.42, Synergy_Loewe=-6.56, Synergy_HSA=-6.35. (7) Drug 1: C1CCC(CC1)NC(=O)N(CCCl)N=O. Drug 2: CS(=O)(=O)OCCCCOS(=O)(=O)C. Cell line: IGROV1. Synergy scores: CSS=40.1, Synergy_ZIP=9.99, Synergy_Bliss=12.8, Synergy_Loewe=1.55, Synergy_HSA=15.3. (8) Drug 1: CNC(=O)C1=CC=CC=C1SC2=CC3=C(C=C2)C(=NN3)C=CC4=CC=CC=N4. Drug 2: CN(C)N=NC1=C(NC=N1)C(=O)N. Cell line: HOP-62. Synergy scores: CSS=-11.1, Synergy_ZIP=2.36, Synergy_Bliss=-6.75, Synergy_Loewe=-11.0, Synergy_HSA=-11.3. (9) Drug 1: C1=CN(C(=O)N=C1N)C2C(C(C(O2)CO)O)O.Cl. Drug 2: C1=NC2=C(N1)C(=S)N=CN2. Cell line: HOP-62. Synergy scores: CSS=43.8, Synergy_ZIP=-10.1, Synergy_Bliss=-12.2, Synergy_Loewe=-7.38, Synergy_HSA=-4.20.